Dataset: Catalyst prediction with 721,799 reactions and 888 catalyst types from USPTO. Task: Predict which catalyst facilitates the given reaction. (1) Reactant: [Br:1][C:2]1[CH:3]=[C:4]([O:28][C:29]2[CH:34]=[CH:33][CH:32]=[CH:31][CH:30]=2)[C:5]([NH:8][C:9]2[S:10][CH:11]=[C:12]([CH2:14][CH:15]3[CH2:19][CH2:18][N:17](C(OC(C)(C)C)=O)[C:16]3=[O:27])[N:13]=2)=[N:6][CH:7]=1.Cl. Product: [Br:1][C:2]1[CH:3]=[C:4]([O:28][C:29]2[CH:34]=[CH:33][CH:32]=[CH:31][CH:30]=2)[C:5]([NH:8][C:9]2[S:10][CH:11]=[C:12]([CH2:14][CH:15]3[CH2:19][CH2:18][NH:17][C:16]3=[O:27])[N:13]=2)=[N:6][CH:7]=1. The catalyst class is: 2. (2) Reactant: [CH3:1][C:2]1[O:6][N:5]=[C:4]([C:7]2[CH:12]=[CH:11][CH:10]=[CH:9][CH:8]=2)[C:3]=1[CH2:13][O:14][C:15]1[CH:23]=[CH:22][C:18]([C:19]([OH:21])=O)=[CH:17][N:16]=1.C(N(C(C)C)C(C)C)C.O.ON1C2C=CC=CC=2N=N1.F[B-](F)(F)F.N1(OC(N(C)C)=[N+](C)C)C2C=CC=CC=2N=N1.OC[NH:68][C:69](=[NH:71])[CH3:70]. Product: [CH3:70][C:69]1[N:71]=[C:19]([C:18]2[CH:22]=[CH:23][C:15]([O:14][CH2:13][C:3]3[C:4]([C:7]4[CH:8]=[CH:9][CH:10]=[CH:11][CH:12]=4)=[N:5][O:6][C:2]=3[CH3:1])=[N:16][CH:17]=2)[O:21][N:68]=1. The catalyst class is: 18.